Dataset: Forward reaction prediction with 1.9M reactions from USPTO patents (1976-2016). Task: Predict the product of the given reaction. (1) Given the reactants [NH2:1][C:2]1[CH:10]=[CH:9][C:5]2[NH:6][CH:7]=[N:8][C:4]=2[CH:3]=1.[N:11]([C:14]1[CH:22]=[CH:21][C:17]2=[N:18][S:19][N:20]=[C:16]2[CH:15]=1)=[C:12]=[S:13], predict the reaction product. The product is: [N:18]1[S:19][N:20]=[C:16]2[CH:15]=[C:14]([NH:11][C:12]([NH:1][C:2]3[CH:10]=[CH:9][C:5]4[NH:6][CH:7]=[N:8][C:4]=4[CH:3]=3)=[S:13])[CH:22]=[CH:21][C:17]=12. (2) Given the reactants [Cl-].O[NH3+:3].[C:4](=[O:7])([O-])[OH:5].[Na+].CS(C)=O.[OH:13][C:14]([CH3:52])([CH3:51])[CH2:15][O:16][CH:17]1[CH2:22][CH2:21][CH:20]([N:23]2[C:28](=[O:29])[C:27]([CH2:30][C:31]3[CH:36]=[CH:35][C:34]([C:37]4[C:38]([C:43]#[N:44])=[CH:39][CH:40]=[CH:41][CH:42]=4)=[CH:33][CH:32]=3)=[C:26]([CH2:45][CH2:46][CH3:47])[N:25]3[N:48]=[CH:49][N:50]=[C:24]23)[CH2:19][CH2:18]1, predict the reaction product. The product is: [OH:13][C:14]([CH3:51])([CH3:52])[CH2:15][O:16][C@@H:17]1[CH2:22][CH2:21][C@H:20]([N:23]2[C:28](=[O:29])[C:27]([CH2:30][C:31]3[CH:36]=[CH:35][C:34]([C:37]4[CH:42]=[CH:41][CH:40]=[CH:39][C:38]=4[C:43]4[NH:3][C:4](=[O:7])[O:5][N:44]=4)=[CH:33][CH:32]=3)=[C:26]([CH2:45][CH2:46][CH3:47])[N:25]3[N:48]=[CH:49][N:50]=[C:24]23)[CH2:19][CH2:18]1. (3) Given the reactants C(#N)C.[Cl:4][C:5]1[C:10]([S:11][CH2:12][C:13]([F:16])([F:15])[F:14])=[CH:9][C:8]([OH:17])=[C:7]([F:18])[CH:6]=1.[Br:19][CH2:20][CH2:21][CH2:22][CH2:23][CH2:24]Br.C(=O)([O-])[O-].[K+].[K+], predict the reaction product. The product is: [Br:19][CH2:20][CH2:21][CH2:22][CH2:23][CH2:24][O:17][C:8]1[CH:9]=[C:10]([S:11][CH2:12][C:13]([F:14])([F:15])[F:16])[C:5]([Cl:4])=[CH:6][C:7]=1[F:18].